Task: Predict the product of the given reaction.. Dataset: Forward reaction prediction with 1.9M reactions from USPTO patents (1976-2016) (1) Given the reactants CS(O[CH2:6][C:7]1[CH:8]=[N:9][C:10]([NH:13][C:14]([O:16][C:17]([CH3:20])([CH3:19])[CH3:18])=[O:15])=[CH:11][CH:12]=1)(=O)=O.[NH:21]1[CH2:26][CH2:25][O:24][CH2:23][CH2:22]1.C([O-])([O-])=O.[K+].[K+].[Na+].[I-], predict the reaction product. The product is: [O:24]1[CH2:25][CH2:26][N:21]([CH2:6][C:7]2[CH:12]=[CH:11][C:10]([NH:13][C:14](=[O:15])[O:16][C:17]([CH3:20])([CH3:19])[CH3:18])=[N:9][CH:8]=2)[CH2:22][CH2:23]1. (2) The product is: [N+:21]([C:16]1[CH:17]=[CH:18][CH:19]=[CH:20][C:15]=1[CH:13]([OH:14])[CH2:12][CH2:11][N:29]([CH3:27])[C:34]([C:47]1[CH:52]=[CH:51][CH:50]=[CH:49][CH:48]=1)([C:41]1[CH:46]=[CH:45][CH:44]=[CH:43][CH:42]=1)[C:35]1[CH:40]=[CH:39][CH:38]=[CH:37][CH:36]=1)([O-:23])=[O:22]. Given the reactants C1(C)C=CC(S(O[CH2:11][CH2:12][CH:13]([C:15]2[CH:20]=[CH:19][CH:18]=[CH:17][C:16]=2[N+:21]([O-:23])=[O:22])[OH:14])(=O)=O)=CC=1.CN.[CH2:27]([N:29](CC)CC)C.[C:34](Cl)([C:47]1[CH:52]=[CH:51][CH:50]=[CH:49][CH:48]=1)([C:41]1[CH:46]=[CH:45][CH:44]=[CH:43][CH:42]=1)[C:35]1[CH:40]=[CH:39][CH:38]=[CH:37][CH:36]=1, predict the reaction product. (3) Given the reactants [NH2:1][C:2]1[C:3]([NH:12][C:13](=O)[C:14]2[CH:19]=[CH:18][CH:17]=[CH:16][CH:15]=2)=[C:4]([CH:9]=[CH:10][CH:11]=1)[C:5]([O:7][CH3:8])=[O:6].C([O-])(O)=O.[Na+], predict the reaction product. The product is: [C:14]1([C:13]2[NH:12][C:3]3[C:4]([C:5]([O:7][CH3:8])=[O:6])=[CH:9][CH:10]=[CH:11][C:2]=3[N:1]=2)[CH:19]=[CH:18][CH:17]=[CH:16][CH:15]=1. (4) Given the reactants [Br:1][C:2]1[C:10]2[N:9]=[N:8][N:7]([CH2:11][CH:12]3[CH2:14][CH2:13]3)[C:6]=2[CH:5]=[CH:4][C:3]=1[O:15][C:16]1[C:21]([CH:22]=O)=[CH:20][CH:19]=[CH:18][N:17]=1.Cl.[F:25][C:26]1([F:32])[CH2:31][CH2:30][NH:29][CH2:28][CH2:27]1.C(N(CC)CC)C.C(O)(=O)C.C([BH3-])#N, predict the reaction product. The product is: [Br:1][C:2]1[C:10]2[N:9]=[N:8][N:7]([CH2:11][CH:12]3[CH2:14][CH2:13]3)[C:6]=2[CH:5]=[CH:4][C:3]=1[O:15][C:16]1[C:21]([CH2:22][N:29]2[CH2:30][CH2:31][C:26]([F:32])([F:25])[CH2:27][CH2:28]2)=[CH:20][CH:19]=[CH:18][N:17]=1. (5) Given the reactants Br[C:2]1[CH:3]=[C:4]2[C:8](=[C:9]([C:11]([OH:13])=[O:12])[CH:10]=1)[N:7]([CH3:14])[CH:6]=[C:5]2[CH:15]([CH3:17])[CH3:16].[CH3:18][C:19]1[N:24]=[CH:23][C:22](B(O)O)=[CH:21][CH:20]=1.C([O-])([O-])=O.[K+].[K+], predict the reaction product. The product is: [CH3:14][N:7]1[C:8]2[C:4](=[CH:3][C:2]([C:22]3[CH:23]=[N:24][C:19]([CH3:18])=[CH:20][CH:21]=3)=[CH:10][C:9]=2[C:11]([OH:13])=[O:12])[C:5]([CH:15]([CH3:17])[CH3:16])=[CH:6]1.